From a dataset of Full USPTO retrosynthesis dataset with 1.9M reactions from patents (1976-2016). Predict the reactants needed to synthesize the given product. (1) Given the product [Cl:10][C:9]1[C:8]([CH2:11][N:12]2[CH2:13][CH2:14][O:15][CH2:16][CH2:17]2)=[CH:7][C:4]([C:5]#[N:6])=[CH:3][C:2]=1[NH:1][C:19]1[N:24]=[C:23]([N:25]([CH:35]2[CH2:37][CH2:36]2)[CH2:26][C:27]2[CH:32]=[CH:31][C:30]([O:33][CH3:34])=[CH:29][CH:28]=2)[C:22]2=[N:38][CH:39]=[C:40]([C:41]#[N:42])[N:21]2[N:20]=1, predict the reactants needed to synthesize it. The reactants are: [NH2:1][C:2]1[CH:3]=[C:4]([CH:7]=[C:8]([CH2:11][N:12]2[CH2:17][CH2:16][O:15][CH2:14][CH2:13]2)[C:9]=1[Cl:10])[C:5]#[N:6].Cl[C:19]1[N:24]=[C:23]([N:25]([CH:35]2[CH2:37][CH2:36]2)[CH2:26][C:27]2[CH:32]=[CH:31][C:30]([O:33][CH3:34])=[CH:29][CH:28]=2)[C:22]2=[N:38][CH:39]=[C:40]([C:41]#[N:42])[N:21]2[N:20]=1.C([O-])([O-])=O.[Cs+].[Cs+].C1(P(C2C=CC=CC=2)C2C3OC4C(=CC=CC=4P(C4C=CC=CC=4)C4C=CC=CC=4)C(C)(C)C=3C=CC=2)C=CC=CC=1. (2) Given the product [F:1][C:2]1[CH:10]=[C:9]([I:14])[C:8]([OH:11])=[CH:7][C:3]=1[C:4]([OH:6])=[O:5], predict the reactants needed to synthesize it. The reactants are: [F:1][C:2]1[CH:10]=[CH:9][C:8]([OH:11])=[CH:7][C:3]=1[C:4]([OH:6])=[O:5].O.N.[I:14]I.[I-].[K+].Cl. (3) Given the product [C:38]([NH:31][C:30](=[O:44])[C:29]1[CH:32]=[CH:33][CH:34]=[C:27]([C:22]2[CH:23]=[CH:24][C:25](=[O:26])[N:20]([CH2:19][C:18]3[CH:35]=[CH:36][CH:37]=[C:16]([C:13]4[N:14]=[CH:15][C:10]([O:9][CH2:8][CH:5]5[CH2:4][CH2:3][N:2]([CH3:1])[CH2:7][CH2:6]5)=[CH:11][N:12]=4)[CH:17]=3)[N:21]=2)[CH:28]=1)([CH3:41])([CH3:40])[CH3:39], predict the reactants needed to synthesize it. The reactants are: [CH3:1][N:2]1[CH2:7][CH2:6][CH:5]([CH2:8][O:9][C:10]2[CH:11]=[N:12][C:13]([C:16]3[CH:17]=[C:18]([CH:35]=[CH:36][CH:37]=3)[CH2:19][N:20]3[C:25](=[O:26])[CH:24]=[CH:23][C:22]([C:27]4[CH:28]=[C:29]([CH:32]=[CH:33][CH:34]=4)[C:30]#[N:31])=[N:21]3)=[N:14][CH:15]=2)[CH2:4][CH2:3]1.[C:38](O)([CH3:41])([CH3:40])[CH3:39].C(O)=[O:44]. (4) Given the product [CH2:29]([O:28][C:26]([C:25]1[C:24]([CH3:31])=[N:1][C:2]2[C:3]([C:21]=1[NH2:22])=[C:4]([O:5][CH:6]1[CH2:7][CH2:8][CH:9]([NH:12][C:13](=[O:17])[CH:14]([CH3:16])[CH3:15])[CH2:10][CH2:11]1)[CH:18]=[CH:19][CH:20]=2)=[O:27])[CH3:30], predict the reactants needed to synthesize it. The reactants are: [NH2:1][C:2]1[C:3]([C:21]#[N:22])=[C:4]([CH:18]=[CH:19][CH:20]=1)[O:5][CH:6]1[CH2:11][CH2:10][CH:9]([NH:12][C:13](=[O:17])[CH:14]([CH3:16])[CH3:15])[CH2:8][CH2:7]1.O=[C:24]([CH3:31])[CH2:25][C:26]([O:28][CH2:29][CH3:30])=[O:27]. (5) Given the product [CH:23]1([C@:15]([C:17]2[CH:18]=[CH:19][CH:20]=[CH:21][CH:22]=2)([CH3:16])[C:14]([OH:28])=[O:35])[CH2:24][CH2:25][CH2:26][CH2:27]1, predict the reactants needed to synthesize it. The reactants are: C([C@@H]1COC(=O)N1[C:14](=[O:28])[C@@:15]([CH:23]1[CH2:27][CH2:26][CH2:25][CH2:24]1)([C:17]1[CH:22]=[CH:21][CH:20]=[CH:19][CH:18]=1)[CH3:16])C1C=CC=CC=1.OO.O.[OH-].[Li+].S(S([O-])=O)([O-])(=O)=[O:35].[Na+].[Na+]. (6) Given the product [Br:1][C:2]1[CH:3]=[CH:4][C:5]([O:8][CH:20]([F:25])[F:24])=[N:6][CH:7]=1, predict the reactants needed to synthesize it. The reactants are: [Br:1][C:2]1[CH:3]=[CH:4][C:5](=[O:8])[NH:6][CH:7]=1.S([O-])([O-])(=O)=O.[Na+].[Na+].FS([C:20]([F:25])([F:24])C(O)=O)(=O)=O.C(=O)([O-])O.[Na+]. (7) Given the product [CH2:9]([NH:10][C:11]1[NH:12][C:13](=[O:20])[C:14]2[NH:15][CH:16]=[N:17][C:18]=2[N:19]=1)[C:8]1[CH:3]=[CH:4][CH:5]=[CH:6][CH:7]=1, predict the reactants needed to synthesize it. The reactants are: NC[C:3]1[C:8]([CH2:9][NH:10][C:11]2[NH:12][C:13](=[O:20])[C:14]3[NH:15][CH:16]=[N:17][C:18]=3[N:19]=2)=[CH:7][CH:6]=[CH:5][CH:4]=1.CS(C)=O.C(#N)C.C([O-])(=O)C.C([NH+](CC)CC)C. (8) Given the product [CH3:42][N:43]([CH3:44])[C:20]([C:15]1([C:12]2[CH:13]=[CH:14][C:9]([NH:8][C:6](=[O:7])[C:5]3[CH:23]=[CH:24][C:25]([O:26][CH3:27])=[C:3]([O:2][CH3:1])[CH:4]=3)=[CH:10][CH:11]=2)[CH2:19][CH2:18][CH2:17][CH2:16]1)=[O:21], predict the reactants needed to synthesize it. The reactants are: [CH3:1][O:2][C:3]1[CH:4]=[C:5]([CH:23]=[CH:24][C:25]=1[O:26][CH3:27])[C:6]([NH:8][C:9]1[CH:14]=[CH:13][C:12]([C:15]2([C:20](O)=[O:21])[CH2:19][CH2:18][CH2:17][CH2:16]2)=[CH:11][CH:10]=1)=[O:7].C1C=CC2N(O)N=NC=2C=1.C(Cl)CCl.[CH3:42][NH:43][CH3:44]. (9) Given the product [C:12]([O:11][CH2:10][C@@H:9]([C:16]([O:18][CH:19]1[CH2:20][CH2:21][CH2:22][CH2:23]1)=[O:17])[NH:8][CH2:7][C:6]1[CH:5]=[CH:4][C:3]([CH2:2][NH:1][CH2:26][C:28]2[CH:29]=[CH:30][C:31](/[CH:34]=[CH:35]/[C:36]([NH:38][OH:39])=[O:37])=[CH:32][CH:33]=2)=[CH:25][CH:24]=1)([CH3:15])([CH3:14])[CH3:13], predict the reactants needed to synthesize it. The reactants are: [NH2:1][CH2:2][C:3]1[CH:25]=[CH:24][C:6]([CH2:7][NH:8][C@H:9]([C:16]([O:18][CH:19]2[CH2:23][CH2:22][CH2:21][CH2:20]2)=[O:17])[CH2:10][O:11][C:12]([CH3:15])([CH3:14])[CH3:13])=[CH:5][CH:4]=1.[CH:26]([C:28]1[CH:33]=[CH:32][C:31](/[CH:34]=[CH:35]/[C:36]([NH:38][O:39]C(OCC(C)C)C)=[O:37])=[CH:30][CH:29]=1)=O. (10) Given the product [Cl:13][C:14]1[S:18][C:17]([C:19]([NH:21][C:22]2[CH:30]=[CH:29][CH:28]=[C:27]3[C:23]=2[C:24](=[O:32])[N:25]([CH2:34][CH:35]2[CH2:40][CH2:39][NH:38][CH2:37][CH2:36]2)[C:26]3=[O:31])=[O:20])=[CH:16][CH:15]=1, predict the reactants needed to synthesize it. The reactants are: N(C(OCC)=O)=NC(OCC)=O.[Cl:13][C:14]1[S:18][C:17]([C:19]([NH:21][C:22]2[CH:30]=[CH:29][CH:28]=[C:27]3[C:23]=2[C:24](=[O:32])[NH:25][C:26]3=[O:31])=[O:20])=[CH:16][CH:15]=1.O[CH2:34][CH:35]1[CH2:40][CH2:39][NH:38][CH2:37][CH2:36]1.C1(P(C2C=CC=CC=2)C2C=CC=CC=2)C=CC=CC=1.